From a dataset of Forward reaction prediction with 1.9M reactions from USPTO patents (1976-2016). Predict the product of the given reaction. (1) Given the reactants [OH:1][C:2]1[CH:12]=[CH:11][C:5]([C:6]([O:8]CC)=[O:7])=[CH:4][CH:3]=1.Br[CH2:14][CH2:15][CH2:16][CH2:17][CH2:18][O:19][CH:20]=[CH2:21].C(=O)([O-])[O-].[K+].[K+].CN(C)C(=O)C, predict the reaction product. The product is: [CH:20]([O:19][CH2:18][CH2:17][CH2:16][CH2:15][CH2:14][O:1][C:2]1[CH:3]=[CH:4][C:5]([C:6]([OH:8])=[O:7])=[CH:11][CH:12]=1)=[CH2:21]. (2) Given the reactants Cl[C:2]1[C:7]([CH2:8][NH:9][C:10]2[C:15]([F:16])=[C:14]([O:17][CH3:18])[CH:13]=[C:12]([O:19][CH3:20])[C:11]=2[F:21])=[CH:6][N:5]=[C:4]2[N:22]([S:25]([C:28]3[CH:33]=[CH:32][CH:31]=[CH:30][CH:29]=3)(=[O:27])=[O:26])[CH:23]=[CH:24][C:3]=12.[Si:34]([O:41][CH2:42][CH2:43][NH2:44])([C:37]([CH3:40])([CH3:39])[CH3:38])([CH3:36])[CH3:35].C(=O)([O-])[O-].[Cs+].[Cs+], predict the reaction product. The product is: [Si:34]([O:41][CH2:42][CH2:43][NH:44][C:2]1[C:3]2[CH:24]=[CH:23][N:22]([S:25]([C:28]3[CH:33]=[CH:32][CH:31]=[CH:30][CH:29]=3)(=[O:27])=[O:26])[C:4]=2[N:5]=[CH:6][C:7]=1[CH2:8][NH:9][C:10]1[C:15]([F:16])=[C:14]([O:17][CH3:18])[CH:13]=[C:12]([O:19][CH3:20])[C:11]=1[F:21])([C:37]([CH3:39])([CH3:40])[CH3:38])([CH3:36])[CH3:35]. (3) Given the reactants [CH2:1]([CH:3]([CH2:6][CH2:7][CH2:8][CH3:9])[CH2:4][OH:5])[CH3:2].[C:10]([OH:17])(=[O:16])[CH2:11][CH2:12][C:13]([OH:15])=O, predict the reaction product. The product is: [C:10]([O:17][CH2:4][CH:3]([CH2:1][CH3:2])[CH2:6][CH2:7][CH2:8][CH3:9])(=[O:16])[CH2:11][CH2:12][C:13]([O:5][CH2:4][CH:3]([CH2:1][CH3:2])[CH2:6][CH2:7][CH2:8][CH3:9])=[O:15].